From a dataset of Peptide-MHC class I binding affinity with 185,985 pairs from IEDB/IMGT. Regression. Given a peptide amino acid sequence and an MHC pseudo amino acid sequence, predict their binding affinity value. This is MHC class I binding data. The peptide sequence is YTAVVPLVY. The MHC is HLA-B44:02 with pseudo-sequence HLA-B44:02. The binding affinity (normalized) is 0.